From a dataset of Full USPTO retrosynthesis dataset with 1.9M reactions from patents (1976-2016). Predict the reactants needed to synthesize the given product. Given the product [Cl:1][C:2]1[CH:7]=[CH:6][N:5]2[N:10]=[C:9]([C:12]3[CH:17]=[CH:16][C:15]([F:18])=[CH:14][CH:13]=3)[CH:8]=[C:4]2[CH:3]=1, predict the reactants needed to synthesize it. The reactants are: [Cl:1][C:2]1[CH:7]=[CH:6][N:5]=[C:4]([CH2:8][C:9]([C:12]2[CH:17]=[CH:16][C:15]([F:18])=[CH:14][CH:13]=2)=[N:10]O)[CH:3]=1.FC(F)(F)C(OC(=O)C(F)(F)F)=O.C(N(CC)CC)C.O.